Dataset: Reaction yield outcomes from USPTO patents with 853,638 reactions. Task: Predict the reaction yield, written as a fraction of the theoretical maximum amount of product (1.0 means a 100% yield; for example, 0.34 means a 34% yield). (1) The reactants are [CH3:1][C:2]1([CH3:25])[O:6][C:5](=[CH:7][C:8]([N:10]([CH2:16][C:17]2[CH:22]=[CH:21][C:20]([F:23])=[CH:19][CH:18]=2)[O:11][CH2:12][C:13](O)=[O:14])=[O:9])[C:4](=[O:24])[O:3]1.C(Cl)(=O)C(Cl)=O.[CH3:32][NH:33][CH3:34].N1C=CC=CC=1. The catalyst is ClCCl.C(OCC)(=O)C.CN(C)C=O. The product is [CH3:32][N:33]([CH3:34])[C:13]([CH2:12][O:11][N:10]([CH2:16][C:17]1[CH:22]=[CH:21][C:20]([F:23])=[CH:19][CH:18]=1)[C:8](=[O:9])[CH:7]=[C:5]1[C:4](=[O:24])[O:3][C:2]([CH3:25])([CH3:1])[O:6]1)=[O:14]. The yield is 0.500. (2) The reactants are [Br:1][C:2]1[C:3](Cl)=[N:4][C:5]([Cl:8])=[N:6][CH:7]=1.[CH:10]1([NH2:15])[CH2:14][CH2:13][CH2:12][CH2:11]1.CCN(C(C)C)C(C)C. The catalyst is CCO. The product is [Br:1][C:2]1[C:3]([NH:15][CH:10]2[CH2:14][CH2:13][CH2:12][CH2:11]2)=[N:4][C:5]([Cl:8])=[N:6][CH:7]=1. The yield is 0.890. (3) The reactants are [S:1]1[CH:5]=[CH:4][N:3]=[C:2]1[NH:6][C@@H:7]1[CH2:12][CH2:11][C@H:10]([C:13]([OH:15])=O)[CH2:9][CH2:8]1.[NH3:16].C1COCC1. The catalyst is S(Cl)(Cl)=O.CO.C(Cl)Cl. The product is [S:1]1[CH:5]=[CH:4][N:3]=[C:2]1[NH:6][C@@H:7]1[CH2:12][CH2:11][C@H:10]([C:13]([NH2:16])=[O:15])[CH2:9][CH2:8]1. The yield is 0.700. (4) The reactants are [O:1]1[C:5]2[CH:6]=[CH:7][C:8]([C:10]([OH:12])=O)=[CH:9][C:4]=2[N:3]=[CH:2]1.Cl.[CH3:14][NH:15][O:16][CH3:17].C1C=CC2N(O)N=NC=2C=1.CCN=C=NCCCN(C)C.CCN(CC)CC. The catalyst is C(Cl)Cl. The product is [CH3:17][O:16][N:15]([CH3:14])[C:10]([C:8]1[CH:7]=[CH:6][C:5]2[O:1][CH:2]=[N:3][C:4]=2[CH:9]=1)=[O:12]. The yield is 0.510. (5) The reactants are [Cl:1][C:2]1[CH:11]=[C:10]([OH:12])[C:9]2[C:4](=[CH:5][CH:6]=[CH:7][CH:8]=2)[N:3]=1.[C:13]([O-])([O-])=O.[K+].[K+].CI. The catalyst is CN(C=O)C. The product is [Cl:1][C:2]1[CH:11]=[C:10]([O:12][CH3:13])[C:9]2[C:4](=[CH:5][CH:6]=[CH:7][CH:8]=2)[N:3]=1. The yield is 0.820. (6) The reactants are [F:1][C:2]1[CH:12]=[C:11]([C:13]2[CH:14]=[N:15][C:16]([O:19][CH2:20][CH:21]3[CH2:26][CH2:25][N:24]([CH2:27][C:28]4([C:32]([F:35])([F:34])[F:33])[CH2:31][CH2:30][CH2:29]4)[CH2:23][CH2:22]3)=[CH:17][CH:18]=2)[CH:10]=[CH:9][C:3]=1[C:4]([O:6]CC)=[O:5].O[Li].O. The catalyst is C1COCC1. The product is [F:1][C:2]1[CH:12]=[C:11]([C:13]2[CH:14]=[N:15][C:16]([O:19][CH2:20][CH:21]3[CH2:22][CH2:23][N:24]([CH2:27][C:28]4([C:32]([F:35])([F:33])[F:34])[CH2:29][CH2:30][CH2:31]4)[CH2:25][CH2:26]3)=[CH:17][CH:18]=2)[CH:10]=[CH:9][C:3]=1[C:4]([OH:6])=[O:5]. The yield is 0.700. (7) The reactants are [C:1]([NH:9][C@@H:10]([CH2:15][C:16]1[CH:21]=[CH:20][CH:19]=[CH:18][CH:17]=1)[C:11](=[O:14])[CH2:12][Cl:13])(=[O:8])[C:2]1[CH:7]=[CH:6][CH:5]=[CH:4][CH:3]=1.C(O)=O.C(N(CC)CC)C. The catalyst is C(OCC)(=O)C.Cl[Rh]C1(C)C(C)=C(C)C(C)=C1C. The product is [C:1]([NH:9][C@@H:10]([CH2:15][C:16]1[CH:17]=[CH:18][CH:19]=[CH:20][CH:21]=1)[C@H:11]([OH:14])[CH2:12][Cl:13])(=[O:8])[C:2]1[CH:3]=[CH:4][CH:5]=[CH:6][CH:7]=1. The yield is 0.973. (8) The reactants are [CH3:1][O:2][C:3]1[CH:8]=[C:7](F)[C:6]([CH3:10])=[CH:5][C:4]=1[N+:11]([O-:13])=[O:12].[CH3:14][S:15]([CH2:18][CH2:19][CH:20]1[CH2:25][CH2:24][NH:23][CH2:22][CH2:21]1)(=[O:17])=[O:16].C([O-])([O-])=O.[K+].[K+]. The catalyst is CS(C)=O.CCOC(C)=O. The product is [CH3:10][C:6]1[CH:5]=[C:4]([N+:11]([O-:13])=[O:12])[C:3]([O:2][CH3:1])=[CH:8][C:7]=1[N:23]1[CH2:24][CH2:25][CH:20]([CH2:19][CH2:18][S:15]([CH3:14])(=[O:17])=[O:16])[CH2:21][CH2:22]1. The yield is 0.840. (9) The reactants are Br[CH2:2][C:3]([CH:5]1[CH2:10][CH2:9][N:8]([C:11]([O:13][CH2:14][CH:15]2[C:27]3[CH:26]=[CH:25][CH:24]=[CH:23][C:22]=3[C:21]3[C:16]2=[CH:17][CH:18]=[CH:19][CH:20]=3)=[O:12])[CH2:7][CH2:6]1)=O.[C:28]([NH2:36])(=[S:35])[C:29]1[CH:34]=[CH:33][CH:32]=[CH:31][CH:30]=1.C([O-])(O)=O.[Na+]. The catalyst is CCO. The product is [C:29]1([C:28]2[S:35][CH:2]=[C:3]([CH:5]3[CH2:6][CH2:7][N:8]([C:11]([O:13][CH2:14][CH:15]4[C:27]5[CH:26]=[CH:25][CH:24]=[CH:23][C:22]=5[C:21]5[C:16]4=[CH:17][CH:18]=[CH:19][CH:20]=5)=[O:12])[CH2:9][CH2:10]3)[N:36]=2)[CH:34]=[CH:33][CH:32]=[CH:31][CH:30]=1. The yield is 0.610.